Predict the reactants needed to synthesize the given product. From a dataset of Full USPTO retrosynthesis dataset with 1.9M reactions from patents (1976-2016). (1) The reactants are: ClS(C1C=CC(C(O)=O)=CC=1)(=O)=O.CC1CNCC(C)N1.[Cl:22][C:23]1[CH:29]=[CH:28][C:26]([NH2:27])=[CH:25][C:24]=1[C:30]1[CH:35]=[CH:34][CH:33]=[CH:32][N:31]=1.[CH3:36][CH:37]1[NH:42][CH:41]([CH3:43])[CH2:40][N:39]([S:44]([C:47]2[CH:55]=[CH:54][C:50]([C:51](O)=[O:52])=[CH:49][CH:48]=2)(=[O:46])=[O:45])[CH2:38]1. Given the product [Cl:22][C:23]1[CH:29]=[CH:28][C:26]([NH:27][C:51](=[O:52])[C:50]2[CH:54]=[CH:55][C:47]([S:44]([N:39]3[CH2:38][CH:37]([CH3:36])[NH:42][CH:41]([CH3:43])[CH2:40]3)(=[O:46])=[O:45])=[CH:48][CH:49]=2)=[CH:25][C:24]=1[C:30]1[CH:35]=[CH:34][CH:33]=[CH:32][N:31]=1, predict the reactants needed to synthesize it. (2) Given the product [Cl:32][C:27]1[CH:28]=[CH:29][CH:30]=[CH:31][C:26]=1[CH2:25][O:24][C:10]1[C:11]([O:15][CH2:16][C:17]2[CH:22]=[CH:21][CH:20]=[CH:19][C:18]=2[Cl:23])=[CH:12][CH:13]=[CH:14][C:9]=1[CH:5]([NH:4][C:52](=[O:53])[CH:51]([F:55])[F:50])[C:6]([OH:8])=[O:7], predict the reactants needed to synthesize it. The reactants are: C([NH:4][CH:5]([C:9]1[CH:14]=[CH:13][CH:12]=[C:11]([O:15][CH2:16][C:17]2[CH:22]=[CH:21][CH:20]=[CH:19][C:18]=2[Cl:23])[C:10]=1[O:24][CH2:25][C:26]1[CH:31]=[CH:30][CH:29]=[CH:28][C:27]=1[Cl:32])[C:6]([OH:8])=[O:7])(=O)C.C(N(CC)CC)C.C1C=NC2N(O)N=NC=2C=1.[F:50][CH:51]([F:55])[C:52](O)=[O:53].CCN=C=NCCCN(C)C. (3) Given the product [N+:1]([C:4]1[CH:12]=[C:11]2[C:7]([CH:8]=[N:9][N:10]2[C:13]([C:14]2[CH:15]=[CH:16][CH:17]=[CH:18][CH:19]=2)([C:20]2[CH:21]=[CH:22][CH:23]=[CH:24][CH:25]=2)[C:26]2[CH:31]=[CH:30][CH:29]=[CH:28][CH:27]=2)=[CH:6][C:5]=1[CH2:32][CH2:33][OH:34])([O-:3])=[O:2], predict the reactants needed to synthesize it. The reactants are: [N+:1]([C:4]1[CH:12]=[C:11]2[C:7]([CH:8]=[N:9][N:10]2[C:13]([C:26]2[CH:31]=[CH:30][CH:29]=[CH:28][CH:27]=2)([C:20]2[CH:25]=[CH:24][CH:23]=[CH:22][CH:21]=2)[C:14]2[CH:19]=[CH:18][CH:17]=[CH:16][CH:15]=2)=[CH:6][C:5]=1[CH:32]=[CH2:33])([O-:3])=[O:2].[OH-:34].[Na+].OO.O.